This data is from Full USPTO retrosynthesis dataset with 1.9M reactions from patents (1976-2016). The task is: Predict the reactants needed to synthesize the given product. (1) The reactants are: [F:1][C:2]1[CH:7]=[CH:6][C:5]([C@@:8]([NH:30][S@:31]([C:33]([CH3:36])([CH3:35])[CH3:34])=[O:32])([C:16]2[CH:21]=[C:20]([O:22][C:23]([F:28])([F:27])[CH:24]([F:26])[F:25])[CH:19]=[C:18]([F:29])[CH:17]=2)[CH2:9][C:10]2[CH:15]=[CH:14][CH:13]=[CH:12][CH:11]=2)=[CH:4][C:3]=1[OH:37].N1C=CC=[CH:40][CH:39]=1.C(B1OB(C=C)OB(C=C)O1)=C. Given the product [F:1][C:2]1[CH:7]=[CH:6][C:5]([C@@:8]([NH:30][S@:31]([C:33]([CH3:34])([CH3:36])[CH3:35])=[O:32])([C:16]2[CH:21]=[C:20]([O:22][C:23]([F:27])([F:28])[CH:24]([F:25])[F:26])[CH:19]=[C:18]([F:29])[CH:17]=2)[CH2:9][C:10]2[CH:11]=[CH:12][CH:13]=[CH:14][CH:15]=2)=[CH:4][C:3]=1[O:37][CH:39]=[CH2:40], predict the reactants needed to synthesize it. (2) Given the product [F:33][C:18]1[CH:17]=[C:16]([C:10]2[C:9]([OH:8])=[CH:14][CH:13]=[C:12]([F:15])[CH:11]=2)[CH:21]=[CH:20][C:19]=1[S:22]([C:25]1[CH:26]=[CH:27][C:28]([O:31][CH3:32])=[CH:29][CH:30]=1)(=[O:23])=[O:24], predict the reactants needed to synthesize it. The reactants are: C([O:8][C:9]1[CH:14]=[CH:13][C:12]([F:15])=[CH:11][C:10]=1[C:16]1[CH:21]=[CH:20][C:19]([S:22]([C:25]2[CH:30]=[CH:29][C:28]([O:31][CH3:32])=[CH:27][CH:26]=2)(=[O:24])=[O:23])=[C:18]([F:33])[CH:17]=1)C1C=CC=CC=1.[H][H]. (3) Given the product [OH:1][CH2:2][C@@H:3]([NH:10][C:11]([C:13]1[NH:14][CH:15]=[C:16]([C:18]2[C:23]([CH3:24])=[CH:22][N:21]=[C:20]([S:25][CH2:26][CH2:27][CH3:28])[N:19]=2)[CH:17]=1)=[O:12])[C:4]1[CH:5]=[CH:6][CH:7]=[CH:8][CH:9]=1, predict the reactants needed to synthesize it. The reactants are: [OH:1][CH2:2][C@@H:3]([NH:10][C:11]([C:13]1[NH:14][CH:15]=[C:16]([C:18]2[C:23]([CH3:24])=[CH:22][N:21]=[C:20]([SH:25])[N:19]=2)[CH:17]=1)=[O:12])[C:4]1[CH:9]=[CH:8][CH:7]=[CH:6][CH:5]=1.[CH2:26](I)[CH2:27][CH3:28].